This data is from Forward reaction prediction with 1.9M reactions from USPTO patents (1976-2016). The task is: Predict the product of the given reaction. (1) Given the reactants [CH3:1][C:2]([C:4]1[CH:9]=[CH:8]C(N)=[CH:6][CH:5]=1)=[O:3].[C:11]([N:18]1[CH:22]=[CH:21]N=[CH:19]1)([N:13]1C=CN=C1)=[O:12], predict the reaction product. The product is: [C:2]([C:4]1[CH:9]=[CH:21][C:22]([N:18]([C:19]2[CH:6]=[CH:5][C:4]([C:2](=[O:3])[CH3:1])=[CH:9][CH:8]=2)[C:11]([NH2:13])=[O:12])=[CH:6][CH:5]=1)(=[O:3])[CH3:1]. (2) Given the reactants [NH2:1][C:2]1[CH:3]=[CH:4][C:5]2[CH2:11][CH2:10][CH2:9][C:8](=[O:12])[NH:7][C:6]=2[CH:13]=1.Cl[C:15]1[N:20]=[C:19]([NH:21][C:22]2[C:27]([S:28]([CH:31]([CH3:33])[CH3:32])(=[O:30])=[O:29])=[CH:26][CH:25]=[CH:24][C:23]=2[F:34])[C:18]([Cl:35])=[CH:17][N:16]=1, predict the reaction product. The product is: [Cl:35][C:18]1[C:19]([NH:21][C:22]2[C:27]([S:28]([CH:31]([CH3:32])[CH3:33])(=[O:30])=[O:29])=[CH:26][CH:25]=[CH:24][C:23]=2[F:34])=[N:20][C:15]([NH:1][C:2]2[CH:3]=[CH:4][C:5]3[CH2:11][CH2:10][CH2:9][C:8](=[O:12])[NH:7][C:6]=3[CH:13]=2)=[N:16][CH:17]=1. (3) Given the reactants [OH:1][C:2]1[CH:17]=[CH:16][C:5]([CH2:6][CH2:7][NH:8][C:9](=[O:15])[O:10][C:11]([CH3:14])([CH3:13])[CH3:12])=[CH:4][CH:3]=1.C(=O)([O-])[O-].[K+].[K+].[CH2:24](Br)[C:25]1[CH:30]=[CH:29][CH:28]=[CH:27][CH:26]=1, predict the reaction product. The product is: [CH2:24]([O:1][C:2]1[CH:17]=[CH:16][C:5]([CH2:6][CH2:7][NH:8][C:9](=[O:15])[O:10][C:11]([CH3:14])([CH3:12])[CH3:13])=[CH:4][CH:3]=1)[C:25]1[CH:30]=[CH:29][CH:28]=[CH:27][CH:26]=1.